From a dataset of Full USPTO retrosynthesis dataset with 1.9M reactions from patents (1976-2016). Predict the reactants needed to synthesize the given product. (1) The reactants are: [CH3:1][O:2][C:3](=[O:14])[CH2:4][CH2:5][CH2:6][CH2:7][CH2:8][CH2:9][CH2:10][C:11](O)=[O:12].B.CSC.C([O-])([O-])=O.[K+].[K+]. Given the product [CH3:1][O:2][C:3](=[O:14])[CH2:4][CH2:5][CH2:6][CH2:7][CH2:8][CH2:9][CH2:10][CH2:11][OH:12], predict the reactants needed to synthesize it. (2) Given the product [NH2:2][CH2:1][C:3]1[CH:4]=[C:5]([NH:9][C:10](=[O:16])[N:11]([CH:13]([CH3:14])[CH3:15])[CH3:12])[CH:6]=[CH:7][CH:8]=1, predict the reactants needed to synthesize it. The reactants are: [C:1]([C:3]1[CH:4]=[C:5]([NH:9][C:10](=[O:16])[N:11]([CH:13]([CH3:15])[CH3:14])[CH3:12])[CH:6]=[CH:7][CH:8]=1)#[N:2].NCC1C=C(NC(N2CCSC2)=O)C=CC=1. (3) Given the product [C:17](=[N:2][NH:1][C:3]([O:5][C:6]([CH3:9])([CH3:8])[CH3:7])=[O:4])([CH3:19])[CH3:16], predict the reactants needed to synthesize it. The reactants are: [NH:1]([C:3]([O:5][C:6]([CH3:9])([CH3:8])[CH3:7])=[O:4])[NH2:2].S([O-])([O-])(=O)=O.[Mg+2].[CH3:16][C:17]([CH3:19])=O. (4) Given the product [Cl:13][C:14]1[C:19]([Cl:20])=[CH:18][CH:17]=[CH:16][C:15]=1[CH2:21][CH2:22][O:23][CH2:24][CH2:25][N:26]1[CH2:27][CH2:28][C:29]2([O:32][CH2:8]2)[CH2:30][CH2:31]1, predict the reactants needed to synthesize it. The reactants are: [H-].[Na+].CS(C)=O.[I-].[CH3:8][S+](C)(C)=O.[Cl:13][C:14]1[C:19]([Cl:20])=[CH:18][CH:17]=[CH:16][C:15]=1[CH2:21][CH2:22][O:23][CH2:24][CH2:25][N:26]1[CH2:31][CH2:30][C:29](=[O:32])[CH2:28][CH2:27]1. (5) Given the product [Br:1][C:2]1[CH:7]=[CH:6][CH:5]=[C:4]([C@@H:8]([F:21])[CH2:9][CH2:24][CH:23]=[CH2:22])[CH:3]=1, predict the reactants needed to synthesize it. The reactants are: [Br:1][C:2]1[CH:3]=[C:4]([C@H:8]([F:21])[CH2:9]OS(C2C=CC(C)=CC=2)(=O)=O)[CH:5]=[CH:6][CH:7]=1.[CH2:22]([Mg]Br)[CH:23]=[CH2:24]. (6) Given the product [CH2:1]([O:3][C:4](=[O:16])[C:5]1[CH:10]=[C:9]([F:11])[C:8]([S:12][CH2:13][CH3:14])=[N:7][C:6]=1[NH:24][CH2:23][C:22]1[CH:25]=[CH:26][C:19]([O:18][CH3:17])=[CH:20][CH:21]=1)[CH3:2], predict the reactants needed to synthesize it. The reactants are: [CH2:1]([O:3][C:4](=[O:16])[C:5]1[CH:10]=[C:9]([F:11])[C:8]([S:12][CH2:13][CH3:14])=[N:7][C:6]=1Cl)[CH3:2].[CH3:17][O:18][C:19]1[CH:26]=[CH:25][C:22]([CH2:23][NH2:24])=[CH:21][CH:20]=1.